From a dataset of Reaction yield outcomes from USPTO patents with 853,638 reactions. Predict the reaction yield, written as a fraction of the theoretical maximum amount of product (1.0 means a 100% yield; for example, 0.34 means a 34% yield). (1) The reactants are [F:1][C:2]1[CH:7]=[CH:6][CH:5]=[C:4]([F:8])[C:3]=1[N:9]1[C:14]2[N:15]=[C:16](S(C)=O)[N:17]=[C:18]([C:19]3[CH:20]=[C:21]([CH:28]=[CH:29][C:30]=3[CH3:31])[C:22]([NH:24][CH:25]([CH3:27])[CH3:26])=[O:23])[C:13]=2[CH2:12][NH:11][C:10]1=[O:35].[CH3:36][CH:37]([NH:39][CH2:40][CH2:41][CH2:42][NH2:43])[CH3:38]. The catalyst is C1COCC1. The product is [F:1][C:2]1[CH:7]=[CH:6][CH:5]=[C:4]([F:8])[C:3]=1[N:9]1[C:14]2[N:15]=[C:16]([NH:43][CH2:42][CH2:41][CH2:40][NH:39][CH:37]([CH3:38])[CH3:36])[N:17]=[C:18]([C:19]3[CH:20]=[C:21]([CH:28]=[CH:29][C:30]=3[CH3:31])[C:22]([NH:24][CH:25]([CH3:27])[CH3:26])=[O:23])[C:13]=2[CH2:12][NH:11][C:10]1=[O:35]. The yield is 0.680. (2) The reactants are [NH2:1][C:2]1[CH:12]=[CH:11][C:10]([C:13]2[N:14]([C:24]([O:26][C:27]([CH3:30])([CH3:29])[CH3:28])=[O:25])[C:15]3[C:20]([CH:21]=2)=[CH:19][C:18]([CH:22]=O)=[CH:17][CH:16]=3)=[C:4]2[C:5]([NH:7][C:8](=[O:9])[C:3]=12)=[O:6].[OH:31][CH2:32][CH2:33][N:34]1[CH2:39][CH2:38][NH:37][CH2:36][CH2:35]1.C(O)(=O)C.C(O[BH-](OC(=O)C)OC(=O)C)(=O)C.[Na+].C(=O)([O-])[O-].[Na+].[Na+]. The catalyst is C(#N)C.O. The product is [NH2:1][C:2]1[CH:12]=[CH:11][C:10]([C:13]2[N:14]([C:24]([O:26][C:27]([CH3:30])([CH3:29])[CH3:28])=[O:25])[C:15]3[C:20]([CH:21]=2)=[CH:19][C:18]([CH2:22][N:37]2[CH2:38][CH2:39][N:34]([CH2:33][CH2:32][OH:31])[CH2:35][CH2:36]2)=[CH:17][CH:16]=3)=[C:4]2[C:5]([NH:7][C:8](=[O:9])[C:3]=12)=[O:6]. The yield is 0.380.